From a dataset of Experimentally validated miRNA-target interactions with 360,000+ pairs, plus equal number of negative samples. Binary Classification. Given a miRNA mature sequence and a target amino acid sequence, predict their likelihood of interaction. (1) The miRNA is hsa-miR-4783-5p with sequence GGCGCGCCCAGCUCCCGGGCU. The protein sequence of the target gene is MKVWLLLGLLLVHEALEDVTGQHLPKNKRPKEPGENRIKPTNKKVKPKIPKMKDRDSANSAPKTQSIMMQVLDKGRFQKPAATLSLLAGQTVELRCKGSRIGWSYPAYLDTFKDSRLSVKQNERYGQLTLVNSTSADTGEFSCWVQLCSGYICRKDEAKTGSTYIFFTEKGELFVPSPSYFDVVYLNPDRQAVVPCRVTVLSAKVTLHREFPAKEIPANGTDIVYDMKRGFVYLQPHSEHQGVVYCRAEAGGRSQISVKYQLLYVAVPSGPPSTTILASSNKVKSGDDISVLCTVLGEPD.... Result: 0 (no interaction). (2) The miRNA is hsa-miR-3173-3p with sequence AAAGGAGGAAAUAGGCAGGCCA. The protein sequence of the target gene is MAQALPWLLLWMGAGVLPAHGTQHGIRLPLRSGLGGAPLGLRLPRETDEEPEEPGRRGSFVEMVDNLRGKSGQGYYVEMTVGSPPQTLNILVDTGSSNFAVGAAPHPFLHRYYQRQLSSTYRDLRKGVYVPYTQGKWEGELGTDLVSIPHGPNVTVRANIAAITESDKFFINGSNWEGILGLAYAEIARPDDSLEPFFDSLVKQTHVPNLFSLQLCGAGFPLNQSEVLASVGGSMIIGGIDHSLYTGSLWYTPIRREWYYEVIIVRVEINGQDLKMDCKEYNYDKSIVDSGTTNLRLPKK.... Result: 0 (no interaction). (3) Result: 1 (interaction). The protein sequence of the target gene is MAVTLSLLLGGRVCAAVTRCGFATRGVAGPGPIGREPDPDSDWEPEERELQEVESTLKRQKQAIRFQKIRRQMEAPGAPPRTLTWEAMEQIRYLHEEFPESWSVPRLAEGFDVSTDVIRRVLKSKFLPTLEQKLKQDQKVLKKAGLAHSLQHLRGSGNTSKLLPAGHSVSGSLLMPGHEASSKDPNHSTALKVIESDTHRTNTPRRRKGRNKEIQDLEESFVPVAAPLGHPRELQKYSSDSESPRGTGSGALPSGQKLEELKAEEPDNFSSKVVQRGREFFDSNGNFLYRI. The miRNA is hsa-miR-149-5p with sequence UCUGGCUCCGUGUCUUCACUCCC. (4) The miRNA is hsa-miR-6782-5p with sequence UAGGGGUGGGGGAAUUCAGGGGUGU. The protein sequence of the target gene is MKKEHVLHCQFSAWYPFFRGVTIKSVILPLPQNVKDYLLDDGTLVVSGRDDPPTHSQPDSDDEAEEIQWSDDENTATLTAPEFPEFATKVQEAINSLGGSVFPKLNWSAPRDAYWIAMNSSLKCKTLSDIFLLFKSSDFITRDFTQPFIHCTDDSPDPCIEYELVLRKWCELIPGAEFRCFVKENKLIGISQRDYTQYYDHISKQKEEIRRCIQDFFKKHIQYKFLDEDFVFDIYRDSRGKVWLIDFNPFGEVTDSLLFTWEELISENNLNGDFSEVDAQEQDSPAFRCTNSEVTVQPSP.... Result: 0 (no interaction). (5) The miRNA is hsa-miR-3713 with sequence GGUAUCCGUUUGGGGAUGGU. The protein sequence of the target gene is MSYMPAQNRTMSHNNQYNPPDLPPMVSAKEQTLMWQQNSYLGDSGIHSGAVTQVPSLSGKEDEEMEGDPLMFDLDTGFPQNFTQDQVDDMNQQLSQTRSQRVRAAMFPETLEEGIEIPSTQFDPQQPTAVQRLSEPSQMLKHAVVNLINYQDDAELATRAIPELIKLLNDEDQVVVSQAAMMVHQLSKKEASRHAIMNSPQMVAALVRAISNSNDLESTKAAVGTLHNLSHHRQGLLAIFKSGGIPALVKLLSSPVESVLFYAITTLHNLLLHQDGSKMAVRLAGGLQKMVTLLQRNNVK.... Result: 0 (no interaction).